This data is from Forward reaction prediction with 1.9M reactions from USPTO patents (1976-2016). The task is: Predict the product of the given reaction. The product is: [CH3:1][C:2]1[CH:10]=[CH:9][CH:8]=[C:7]2[C:3]=1[C:4](=[CH:22][C:14]1[NH:15][C:16]3[C:21]([C:13]=1[CH3:12])=[CH:20][CH:19]=[CH:18][CH:17]=3)[C:5](=[O:11])[NH:6]2. Given the reactants [CH3:1][C:2]1[CH:10]=[CH:9][CH:8]=[C:7]2[C:3]=1[CH2:4][C:5](=[O:11])[NH:6]2.[CH3:12][C:13]1[C:21]2[C:16](=[CH:17][CH:18]=[CH:19][CH:20]=2)[NH:15][C:14]=1[CH:22]=O.N1CCCCC1, predict the reaction product.